From a dataset of NCI-60 drug combinations with 297,098 pairs across 59 cell lines. Regression. Given two drug SMILES strings and cell line genomic features, predict the synergy score measuring deviation from expected non-interaction effect. (1) Drug 1: C1=C(C(=O)NC(=O)N1)F. Drug 2: COCCOC1=C(C=C2C(=C1)C(=NC=N2)NC3=CC=CC(=C3)C#C)OCCOC.Cl. Cell line: UO-31. Synergy scores: CSS=33.0, Synergy_ZIP=-4.30, Synergy_Bliss=-3.83, Synergy_Loewe=1.88, Synergy_HSA=2.57. (2) Drug 1: C1CC(=O)NC(=O)C1N2C(=O)C3=CC=CC=C3C2=O. Drug 2: CC1CCCC2(C(O2)CC(NC(=O)CC(C(C(=O)C(C1O)C)(C)C)O)C(=CC3=CSC(=N3)C)C)C. Cell line: SW-620. Synergy scores: CSS=48.2, Synergy_ZIP=2.45, Synergy_Bliss=1.11, Synergy_Loewe=-6.21, Synergy_HSA=0.348. (3) Cell line: MDA-MB-231. Drug 1: C1CCC(C1)C(CC#N)N2C=C(C=N2)C3=C4C=CNC4=NC=N3. Drug 2: C1=NC2=C(N=C(N=C2N1C3C(C(C(O3)CO)O)F)Cl)N. Synergy scores: CSS=24.4, Synergy_ZIP=1.62, Synergy_Bliss=0.461, Synergy_Loewe=-7.60, Synergy_HSA=1.88. (4) Drug 1: CN1C2=C(C=C(C=C2)N(CCCl)CCCl)N=C1CCCC(=O)O.Cl. Drug 2: CS(=O)(=O)OCCCCOS(=O)(=O)C. Cell line: ACHN. Synergy scores: CSS=12.1, Synergy_ZIP=-2.82, Synergy_Bliss=-0.995, Synergy_Loewe=-3.77, Synergy_HSA=-1.09.